From a dataset of CYP3A4 inhibition data for predicting drug metabolism from PubChem BioAssay. Regression/Classification. Given a drug SMILES string, predict its absorption, distribution, metabolism, or excretion properties. Task type varies by dataset: regression for continuous measurements (e.g., permeability, clearance, half-life) or binary classification for categorical outcomes (e.g., BBB penetration, CYP inhibition). Dataset: cyp3a4_veith. (1) The compound is O=C(Cc1ccc(Cl)cc1)NNC(=O)Nc1cccc2ccccc12. The result is 0 (non-inhibitor). (2) The drug is CCCS(=O)(=O)N1CCCC(C(=O)N2CCN(C(=O)OCC)CC2)C1. The result is 0 (non-inhibitor). (3) The compound is Cc1nccn1CCCN1C(=O)/C(=C/c2ccc(C#N)cc2)NC1=S. The result is 1 (inhibitor). (4) The compound is Cc1o[nH]c(=O)c1C[C@@H](N)C(=O)O. The result is 0 (non-inhibitor). (5) The compound is Cc1ccc(N(C(C)C(=O)Nc2cc(Cl)ccc2Oc2ccccc2)S(C)(=O)=O)cc1. The result is 1 (inhibitor). (6) The compound is Cc1cc(C)n(-c2nnc(C)n2/N=C/c2ccccc2OCc2ccccc2Cl)n1. The result is 1 (inhibitor). (7) The molecule is NC(=O)NCc1ccc(Cl)cc1. The result is 0 (non-inhibitor). (8) The drug is CCCCCC[C@H]1C(=O)O[C@H](C)[C@H](NC(=O)c2cccc(NC=O)c2O)C(=O)O[C@@H](C)[C@H]1OC(=O)CC(C)C. The result is 1 (inhibitor). (9) The compound is COc1cccc(C(C(=O)Nc2ccc(F)cc2)N(C(=O)Cn2nnc3ccccc32)C2CC2)c1. The result is 1 (inhibitor).